Dataset: Full USPTO retrosynthesis dataset with 1.9M reactions from patents (1976-2016). Task: Predict the reactants needed to synthesize the given product. (1) Given the product [C:50]1([C:2]2[N:7]=[N:6][C:5]([C:8]3[CH:9]=[CH:10][C:11]([CH2:12][C:13]4[N:14]([C:26]5[CH:27]=[C:28]([N:32]6[S:36](=[O:38])(=[O:37])[N:35]([CH2:39][O:40][CH2:41][CH2:42][Si:43]([CH3:45])([CH3:46])[CH3:44])[C:34](=[O:47])[CH2:33]6)[CH:29]=[CH:30][CH:31]=5)[CH:15]=[C:16]([C:18]5[CH:23]=[CH:22][C:21]([Cl:24])=[CH:20][C:19]=5[Cl:25])[N:17]=4)=[CH:48][CH:49]=3)=[CH:4][CH:3]=2)[CH2:55][CH2:54][CH2:53][CH2:52][CH:51]=1, predict the reactants needed to synthesize it. The reactants are: Cl[C:2]1[N:7]=[N:6][C:5]([C:8]2[CH:49]=[CH:48][C:11]([CH2:12][C:13]3[N:14]([C:26]4[CH:27]=[C:28]([N:32]5[S:36](=[O:38])(=[O:37])[N:35]([CH2:39][O:40][CH2:41][CH2:42][Si:43]([CH3:46])([CH3:45])[CH3:44])[C:34](=[O:47])[CH2:33]5)[CH:29]=[CH:30][CH:31]=4)[CH:15]=[C:16]([C:18]4[CH:23]=[CH:22][C:21]([Cl:24])=[CH:20][C:19]=4[Cl:25])[N:17]=3)=[CH:10][CH:9]=2)=[CH:4][CH:3]=1.[C:50]1(B(O)O)[CH2:55][CH2:54][CH2:53][CH2:52][CH:51]=1. (2) Given the product [CH2:1]([O:3][C:4](=[O:21])[CH2:5][C:6]1[CH:11]=[CH:10][CH:9]=[C:8]([NH:12][C:13]([C:15]2[O:16][C:17]([C:27]3[CH:28]=[CH:29][C:24]([N:23]([CH3:33])[CH3:22])=[CH:25][CH:26]=3)=[CH:18][CH:19]=2)=[O:14])[CH:7]=1)[CH3:2], predict the reactants needed to synthesize it. The reactants are: [CH2:1]([O:3][C:4](=[O:21])[CH2:5][C:6]1[CH:11]=[CH:10][CH:9]=[C:8]([NH:12][C:13]([C:15]2[O:16][C:17](Br)=[CH:18][CH:19]=2)=[O:14])[CH:7]=1)[CH3:2].[CH3:22][N:23]([CH3:33])[C:24]1[CH:29]=[CH:28][C:27](B(O)O)=[CH:26][CH:25]=1.C(=O)([O-])[O-].[K+].[K+]. (3) Given the product [F:32][C:8]([F:7])([F:31])[C:9]1[N:13]2[N:14]=[C:15]([N:18]3[CH2:19][CH2:20][CH:21]([C:24]4[CH:29]=[CH:28][C:2]([O:1][CH2:5][CH2:4][OH:3])=[CH:26][CH:25]=4)[CH2:22][CH2:23]3)[CH2:16][CH2:17][C:12]2=[N:11][N:10]=1, predict the reactants needed to synthesize it. The reactants are: [O:1]1[CH2:5][CH2:4][O:3][C:2]1=O.[F:7][C:8]([F:32])([F:31])[C:9]1[N:13]2[N:14]=[C:15]([N:18]3[CH2:23][CH2:22][CH:21]([C:24]4[CH:29]=[CH:28]C(O)=[CH:26][CH:25]=4)[CH2:20][CH2:19]3)[CH2:16][CH2:17][C:12]2=[N:11][N:10]=1.C(=O)([O-])[O-].[K+].[K+]. (4) Given the product [C:25]([NH:29][S:30]([C:33]1[S:34][C:35]([C:2]2[N:7]=[C:6]([C:8]3[CH:13]=[C:12]([C:14]4[CH:19]=[CH:18][C:17]([C:20]([F:23])([F:22])[F:21])=[CH:16][CH:15]=4)[CH:11]=[C:10]([CH3:24])[N:9]=3)[CH:5]=[CH:4][N:3]=2)=[CH:36][CH:37]=1)(=[O:31])=[O:32])([CH3:28])([CH3:26])[CH3:27], predict the reactants needed to synthesize it. The reactants are: Cl[C:2]1[N:7]=[C:6]([C:8]2[CH:13]=[C:12]([C:14]3[CH:19]=[CH:18][C:17]([C:20]([F:23])([F:22])[F:21])=[CH:16][CH:15]=3)[CH:11]=[C:10]([CH3:24])[N:9]=2)[CH:5]=[CH:4][N:3]=1.[C:25]([NH:29][S:30]([C:33]1[S:34][C:35](B2OC(C)(C)C(C)(C)O2)=[CH:36][CH:37]=1)(=[O:32])=[O:31])([CH3:28])([CH3:27])[CH3:26]. (5) Given the product [CH2:35]([O:28][C:19]1[CH:20]=[C:21]([C:24]([F:25])([F:27])[F:26])[CH:22]=[CH:23][C:18]=1[C:14]1[N:15]=[CH:16][N:17]=[C:12]([O:11][C:8]2[CH:9]=[C:10]3[C:5]([CH:4]=[CH:3][CH:2]=[N:1]3)=[CH:6][CH:7]=2)[CH:13]=1)[C:36]1[CH:41]=[CH:40][CH:39]=[CH:38][CH:37]=1, predict the reactants needed to synthesize it. The reactants are: [N:1]1[C:10]2[C:5](=[CH:6][CH:7]=[C:8]([O:11][C:12]3[N:17]=[CH:16][N:15]=[C:14]([C:18]4[CH:23]=[CH:22][C:21]([C:24]([F:27])([F:26])[F:25])=[CH:20][C:19]=4[OH:28])[CH:13]=3)[CH:9]=2)[CH:4]=[CH:3][CH:2]=1.C([O-])([O-])=O.[K+].[K+].[CH2:35](Br)[C:36]1[CH:41]=[CH:40][CH:39]=[CH:38][CH:37]=1. (6) Given the product [C:1]([O:5][C:6]([N:8]1[CH2:11][CH:10]([N:17]2[CH2:18][CH2:19][C:14]([OH:20])([CH3:13])[CH2:15][CH2:16]2)[CH2:9]1)=[O:7])([CH3:4])([CH3:3])[CH3:2], predict the reactants needed to synthesize it. The reactants are: [C:1]([O:5][C:6]([N:8]1[CH2:11][C:10](=O)[CH2:9]1)=[O:7])([CH3:4])([CH3:3])[CH3:2].[CH3:13][C:14]1([OH:20])[CH2:19][CH2:18][NH:17][CH2:16][CH2:15]1.C(O[BH-](OC(=O)C)OC(=O)C)(=O)C.[Na+]. (7) Given the product [Cl:1][C:2]1[CH:3]=[CH:4][C:5]([F:18])=[C:6]([C:8]2[CH:9]=[C:10]([NH2:35])[CH:14]=[C:15]([CH3:17])[N:16]=2)[CH:7]=1, predict the reactants needed to synthesize it. The reactants are: [Cl:1][C:2]1[CH:3]=[CH:4][C:5]([F:18])=[C:6]([C:8]2[CH:9]=[C:10]([CH:14]=[C:15]([CH3:17])[N:16]=2)C(O)=O)[CH:7]=1.P([N:35]=[N+]=[N-])(=O)(OC1C=CC=CC=1)OC1C=CC=CC=1.C(N(CC)CC)C.CC(O)(C)C.